This data is from Full USPTO retrosynthesis dataset with 1.9M reactions from patents (1976-2016). The task is: Predict the reactants needed to synthesize the given product. (1) Given the product [CH3:72][O:71][C:68]1[CH:69]=[CH:70][C:65]([C:64]([O:63][C@@H:29]2[C@@H:28]([CH2:27][OH:26])[O:32][C@@H:31]([N:33]3[CH:61]=[CH:60][C:37]([NH:38][C:39]([C:54]4[CH:55]=[CH:56][CH:57]=[CH:58][CH:59]=4)([C:48]4[CH:49]=[CH:50][CH:51]=[CH:52][CH:53]=4)[C:40]4[CH:45]=[CH:44][C:43]([O:46][CH3:47])=[CH:42][CH:41]=4)=[N:36][C:34]3=[O:35])[C@@H:30]2[F:62])([C:79]2[CH:80]=[CH:81][CH:82]=[CH:83][CH:84]=2)[C:73]2[CH:74]=[CH:75][CH:76]=[CH:77][CH:78]=2)=[CH:66][CH:67]=1, predict the reactants needed to synthesize it. The reactants are: CCCC[N+](CCCC)(CCCC)CCCC.[F-].[Si]([O:26][CH2:27][C@H:28]1[O:32][C@@H:31]([N:33]2[CH:61]=[CH:60][C:37]([NH:38][C:39]([C:54]3[CH:59]=[CH:58][CH:57]=[CH:56][CH:55]=3)([C:48]3[CH:53]=[CH:52][CH:51]=[CH:50][CH:49]=3)[C:40]3[CH:45]=[CH:44][C:43]([O:46][CH3:47])=[CH:42][CH:41]=3)=[N:36][C:34]2=[O:35])[C@H:30]([F:62])[C@@H:29]1[O:63][C:64]([C:79]1[CH:84]=[CH:83][CH:82]=[CH:81][CH:80]=1)([C:73]1[CH:78]=[CH:77][CH:76]=[CH:75][CH:74]=1)[C:65]1[CH:70]=[CH:69][C:68]([O:71][CH3:72])=[CH:67][CH:66]=1)(C(C)(C)C)(C)C. (2) Given the product [N:33]1[CH:34]=[CH:35][C:30]([C:5]2[NH:6][N:7]([C:11]([C:18]3[CH:23]=[CH:22][CH:21]=[CH:20][CH:19]=3)([C:24]3[CH:25]=[CH:26][CH:27]=[CH:28][CH:29]=3)[C:12]3[CH:17]=[CH:16][CH:15]=[CH:14][CH:13]=3)[C:8]3[C:4]=2[CH2:3][C:2]([B:36]2[O:40][C:39]([CH3:42])([CH3:41])[C:38]([CH3:44])([CH3:43])[O:37]2)=[CH:10][CH:9]=3)=[CH:31][CH:32]=1, predict the reactants needed to synthesize it. The reactants are: Br[C:2]1[CH:3]=[C:4]2[C:8](=[CH:9][CH:10]=1)[N:7]([C:11]([C:24]1[CH:29]=[CH:28][CH:27]=[CH:26][CH:25]=1)([C:18]1[CH:23]=[CH:22][CH:21]=[CH:20][CH:19]=1)[C:12]1[CH:17]=[CH:16][CH:15]=[CH:14][CH:13]=1)[N:6]=[C:5]2[C:30]1[CH:35]=[CH:34][N:33]=[CH:32][CH:31]=1.[B:36]1([B:36]2[O:40][C:39]([CH3:42])([CH3:41])[C:38]([CH3:44])([CH3:43])[O:37]2)[O:40][C:39]([CH3:42])([CH3:41])[C:38]([CH3:44])([CH3:43])[O:37]1.C([O-])(=O)C.[K+].CC(C1C=C(C(C)C)C(C2C=CC=CC=2P(C2CCCCC2)C2CCCCC2)=C(C(C)C)C=1)C.